Dataset: Reaction yield outcomes from USPTO patents with 853,638 reactions. Task: Predict the reaction yield, written as a fraction of the theoretical maximum amount of product (1.0 means a 100% yield; for example, 0.34 means a 34% yield). (1) The reactants are Br[C:2]1[CH:7]=[CH:6][CH:5]=[CH:4][C:3]=1[S:8][CH2:9][C:10]1[C:15]([O:16][CH3:17])=[CH:14][C:13]([O:18][CH3:19])=[CH:12][C:11]=1[O:20][CH3:21].[Li]CCCC.[CH3:27][O:28][C:29]1[CH:30]=[C:31]([CH:34]=[CH:35][CH:36]=1)[CH:32]=[O:33].O. The catalyst is C1COCC1.CCCCCC.C(OCC)(=O)C. The product is [CH3:27][O:28][C:29]1[CH:30]=[C:31]([CH:32]([C:2]2[CH:7]=[CH:6][CH:5]=[CH:4][C:3]=2[S:8][CH2:9][C:10]2[C:15]([O:16][CH3:17])=[CH:14][C:13]([O:18][CH3:19])=[CH:12][C:11]=2[O:20][CH3:21])[OH:33])[CH:34]=[CH:35][CH:36]=1. The yield is 0.700. (2) The reactants are [CH3:1][O:2][C:3](=[O:21])[CH2:4][CH2:5][C:6]1[C:7](=[O:20])[N:8]([CH2:12][C:13]2[CH:18]=[CH:17][C:16]([NH2:19])=[CH:15][CH:14]=2)[CH2:9][CH2:10][CH:11]=1.O(OC(C)=O)[O:23][C:24]([CH3:26])=O.C(N(CC)CC)C.CO. The catalyst is C(Cl)Cl.CN(C1C=CN=CC=1)C. The product is [CH3:1][O:2][C:3](=[O:21])[CH2:4][CH2:5][C:6]1[C:7](=[O:20])[N:8]([CH2:12][C:13]2[CH:14]=[CH:15][C:16]([NH:19][C:24](=[O:23])[CH3:26])=[CH:17][CH:18]=2)[CH2:9][CH2:10][CH:11]=1. The yield is 0.440.